Dataset: Forward reaction prediction with 1.9M reactions from USPTO patents (1976-2016). Task: Predict the product of the given reaction. (1) Given the reactants [CH:1](NC(C)C)(C)C.C([Li])CCC.[Cl:13][CH2:14][CH2:15][CH2:16][O:17][C:18]1[CH:23]=[CH:22][C:21]([C:24]2[S:25][C:26]3[CH2:31][CH2:30][CH:29]([C:32]([O:34][CH2:35][CH3:36])=[O:33])[C:27]=3[N:28]=2)=[CH:20][CH:19]=1.CI.[Cl-].[NH4+], predict the reaction product. The product is: [Cl:13][CH2:14][CH2:15][CH2:16][O:17][C:18]1[CH:23]=[CH:22][C:21]([C:24]2[S:25][C:26]3[CH2:31][CH2:30][C:29]([CH3:1])([C:32]([O:34][CH2:35][CH3:36])=[O:33])[C:27]=3[N:28]=2)=[CH:20][CH:19]=1. (2) Given the reactants [CH3:1][N:2]1[CH2:7][CH2:6][CH:5]([O:8][C:9]2[N:14]=[C:13]([NH2:15])[CH:12]=[CH:11][CH:10]=2)[CH2:4][CH2:3]1.[F:16][C:17]1[CH:25]=[C:24]([F:26])[CH:23]=[C:22]([F:27])[C:18]=1[C:19]([Cl:21])=[O:20], predict the reaction product. The product is: [ClH:21].[CH3:1][N:2]1[CH2:3][CH2:4][CH:5]([O:8][C:9]2[N:14]=[C:13]([NH:15][C:19](=[O:20])[C:18]3[C:22]([F:27])=[CH:23][C:24]([F:26])=[CH:25][C:17]=3[F:16])[CH:12]=[CH:11][CH:10]=2)[CH2:6][CH2:7]1. (3) Given the reactants Br[C:2]1[N:3]=[CH:4][N:5]([C:7]2[N:12]=[C:11]([CH3:13])[CH:10]=[C:9]([C:14]3[CH:19]=[CH:18][C:17]([C:20]([F:23])([F:22])[F:21])=[CH:16][CH:15]=3)[N:8]=2)[CH:6]=1.[NH2:24][C:25]1[N:30]=[CH:29][C:28](B2OC(C)(C)C(C)(C)O2)=[CH:27][N:26]=1, predict the reaction product. The product is: [CH3:13][C:11]1[CH:10]=[C:9]([C:14]2[CH:19]=[CH:18][C:17]([C:20]([F:23])([F:22])[F:21])=[CH:16][CH:15]=2)[N:8]=[C:7]([N:5]2[CH:6]=[C:2]([C:28]3[CH:27]=[N:26][C:25]([NH2:24])=[N:30][CH:29]=3)[N:3]=[CH:4]2)[N:12]=1. (4) Given the reactants BrC[C:3](=[O:13])[CH:4]([CH:10]([CH3:12])[CH3:11])[C:5]([O:7][CH2:8]C)=[O:6].Br, predict the reaction product. The product is: [OH:13][C:3]1[CH2:8][O:7][C:5](=[O:6])[C:4]=1[CH:10]([CH3:11])[CH3:12]. (5) Given the reactants [C:1](Cl)(=O)[C:2]([Cl:4])=[O:3].[CH2:7]([O:14][C:15]1C=[CH:22][CH:21]=[CH:20][C:16]=1C(O)=O)[C:8]1[CH:13]=[CH:12][CH:11]=[CH:10][CH:9]=1.CN(C)C=O, predict the reaction product. The product is: [CH2:7]([O:14][C:15]1[CH:16]=[CH:20][CH:21]=[CH:22][C:1]=1[C:2]([Cl:4])=[O:3])[C:8]1[CH:13]=[CH:12][CH:11]=[CH:10][CH:9]=1. (6) Given the reactants C(OC1C=CC(C[C@H](NC([C@@H](/C=C/CCCCCCC(F)(F)CCCCCCC)[C@@](O)(CCC)C(O)=O)=O)C(O)=O)=CC=1)C#CC.[F:47][C:48]1[CH:53]=[CH:52][CH:51]=[CH:50][C:49]=1[C:54]1[CH:59]=[CH:58][C:57]([CH2:60][C@H:61]([NH:66][C:67]([C@@H:69](/[CH:79]=[CH:80]/[CH2:81][CH2:82][CH2:83][CH2:84][CH2:85][CH2:86][S:87]([CH2:90][CH2:91][CH2:92][CH2:93][CH2:94][CH2:95][CH3:96])(=[O:89])=[O:88])[C@@:70]([OH:78])([CH2:74][CH2:75][O:76][CH3:77])[C:71]([OH:73])=[O:72])=[O:68])[C:62]([O:64]C)=[O:63])=[CH:56][CH:55]=1, predict the reaction product. The product is: [C:62]([C@@H:61]([NH:66][C:67]([C@@H:69](/[CH:79]=[CH:80]/[CH2:81][CH2:82][CH2:83][CH2:84][CH2:85][CH2:86][S:87]([CH2:90][CH2:91][CH2:92][CH2:93][CH2:94][CH2:95][CH3:96])(=[O:88])=[O:89])[C@@:70]([OH:78])([CH2:74][CH2:75][O:76][CH3:77])[C:71]([OH:73])=[O:72])=[O:68])[CH2:60][C:57]1[CH:58]=[CH:59][C:54]([C:49]2[CH:50]=[CH:51][CH:52]=[CH:53][C:48]=2[F:47])=[CH:55][CH:56]=1)([OH:64])=[O:63]. (7) Given the reactants C[O:2][C:3](=[O:35])[CH2:4][O:5][C:6]1[CH:15]=[CH:14][C:13]([Cl:16])=[C:12]2[C:7]=1[C:8]([O:31][CH:32]([F:34])[F:33])=[C:9]([CH2:19][C:20]1[CH:25]=[CH:24][C:23]([N:26]3[CH:30]=[CH:29][CH:28]=[N:27]3)=[CH:22][CH:21]=1)[C:10]([CH2:17][CH3:18])=[N:11]2.[OH-].[Li+], predict the reaction product. The product is: [Cl:16][C:13]1[CH:14]=[CH:15][C:6]([O:5][CH2:4][C:3]([OH:35])=[O:2])=[C:7]2[C:12]=1[N:11]=[C:10]([CH2:17][CH3:18])[C:9]([CH2:19][C:20]1[CH:21]=[CH:22][C:23]([N:26]3[CH:30]=[CH:29][CH:28]=[N:27]3)=[CH:24][CH:25]=1)=[C:8]2[O:31][CH:32]([F:33])[F:34]. (8) Given the reactants [OH:1][C:2]1[C:3]2[CH:4]=[CH:5][CH:6]=[N:7][C:8]=2[C:9]([CH3:19])([CH3:18])[C:10](=N)[C:11]=1[C:12]([O:14][CH2:15][CH3:16])=[O:13].O.[OH:21]S(O)(=O)=O, predict the reaction product. The product is: [OH:1][C:2]1[C:3]2[CH:4]=[CH:5][CH:6]=[N:7][C:8]=2[C:9]([CH3:19])([CH3:18])[C:10](=[O:21])[C:11]=1[C:12]([O:14][CH2:15][CH3:16])=[O:13]. (9) Given the reactants Cl.[NH2:2][C@H:3]1[CH2:7][CH2:6][C@H:5]([NH:8][C:9]([C:11]2[C:15]3[N:16]=[CH:17][N:18]=[C:19]([C:20]4[CH:25]=[C:24]([CH:26]([F:28])[F:27])[CH:23]=[CH:22][C:21]=4[O:29][CH2:30][CH:31]4[CH2:33][CH2:32]4)[C:14]=3[NH:13][C:12]=2[CH3:34])=[O:10])[CH2:4]1.[CH3:35][O:36][CH2:37][C:38](Cl)=[O:39], predict the reaction product. The product is: [CH:31]1([CH2:30][O:29][C:21]2[CH:22]=[CH:23][C:24]([CH:26]([F:28])[F:27])=[CH:25][C:20]=2[C:19]2[C:14]3[NH:13][C:12]([CH3:34])=[C:11]([C:9]([NH:8][C@H:5]4[CH2:6][CH2:7][C@H:3]([NH:2][C:38](=[O:39])[CH2:37][O:36][CH3:35])[CH2:4]4)=[O:10])[C:15]=3[N:16]=[CH:17][N:18]=2)[CH2:33][CH2:32]1. (10) Given the reactants [Br:1][C:2]1[CH:3]=[C:4]([CH:6]=[C:7]([CH3:9])[CH:8]=1)[NH2:5].[CH:10]([S:13](Cl)(=[O:15])=[O:14])([CH3:12])[CH3:11].N1C=CC=CC=1, predict the reaction product. The product is: [Br:1][C:2]1[CH:3]=[C:4]([NH:5][S:13]([CH:10]([CH3:12])[CH3:11])(=[O:15])=[O:14])[CH:6]=[C:7]([CH3:9])[CH:8]=1.